Dataset: Human liver microsome stability data. Task: Regression/Classification. Given a drug SMILES string, predict its absorption, distribution, metabolism, or excretion properties. Task type varies by dataset: regression for continuous measurements (e.g., permeability, clearance, half-life) or binary classification for categorical outcomes (e.g., BBB penetration, CYP inhibition). Dataset: hlm. (1) The drug is O=C(N[C@@H](Cn1ccnc1)c1ccc(Cl)cc1Cl)c1ccc(-c2nnc(-c3ccc(-c4ccccn4)cc3)o2)cc1. The result is 0 (unstable in human liver microsomes). (2) The result is 0 (unstable in human liver microsomes). The compound is Cc1c(C(=O)Nc2ccc(Cl)cn2)nn(C)c1-c1ccc(F)cc1.